From a dataset of Full USPTO retrosynthesis dataset with 1.9M reactions from patents (1976-2016). Predict the reactants needed to synthesize the given product. (1) Given the product [CH2:19]([C:16]1[NH:15][C:4]2=[N:5][C:6]([CH2:8][C:9]3[CH:14]=[CH:13][CH:12]=[CH:11][N:10]=3)=[CH:7][C:2]([CH3:1])=[C:3]2[N:17]=1)[CH3:20], predict the reactants needed to synthesize it. The reactants are: [CH3:1][C:2]1[CH:7]=[C:6]([CH2:8][C:9]2[CH:14]=[CH:13][CH:12]=[CH:11][N:10]=2)[N:5]=[C:4]2[NH:15][C:16](=O)[NH:17][C:3]=12.[CH3:19][C:20]1N=C2NC(=O)NC2=C(CC2C=CC=CN=2)C=1.C(O)(=O)CC. (2) Given the product [CH3:1][C:2]1[CH:7]=[C:6]([OH:8])[C:5]2[C:9]([C:11]3[C:16]([OH:17])=[CH:15][C:14]([OH:18])=[CH:13][C:12]=3[CH2:19][C:4]=2[CH:3]=1)=[O:10], predict the reactants needed to synthesize it. The reactants are: [CH3:1][C:2]1[CH:7]=[C:6]([OH:8])[C:5]2[C:9]([C:11]3[C:16]([OH:17])=[CH:15][C:14]([OH:18])=[CH:13][C:12]=3[C:19](=O)[C:4]=2[CH:3]=1)=[O:10].Cl.